This data is from NCI-60 drug combinations with 297,098 pairs across 59 cell lines. The task is: Regression. Given two drug SMILES strings and cell line genomic features, predict the synergy score measuring deviation from expected non-interaction effect. (1) Drug 1: CN(CC1=CN=C2C(=N1)C(=NC(=N2)N)N)C3=CC=C(C=C3)C(=O)NC(CCC(=O)O)C(=O)O. Drug 2: C1=NNC2=C1C(=O)NC=N2. Cell line: RPMI-8226. Synergy scores: CSS=49.0, Synergy_ZIP=-1.61, Synergy_Bliss=-1.46, Synergy_Loewe=-63.8, Synergy_HSA=-1.11. (2) Cell line: MDA-MB-231. Drug 2: CN(CCCl)CCCl.Cl. Drug 1: CNC(=O)C1=CC=CC=C1SC2=CC3=C(C=C2)C(=NN3)C=CC4=CC=CC=N4. Synergy scores: CSS=1.63, Synergy_ZIP=-0.774, Synergy_Bliss=-1.19, Synergy_Loewe=-9.03, Synergy_HSA=-5.58. (3) Drug 1: C1CNP(=O)(OC1)N(CCCl)CCCl. Drug 2: C1C(C(OC1N2C=NC3=C2NC=NCC3O)CO)O. Cell line: A498. Synergy scores: CSS=-0.641, Synergy_ZIP=1.85, Synergy_Bliss=2.58, Synergy_Loewe=2.56, Synergy_HSA=0.160. (4) Drug 1: COC1=C(C=C2C(=C1)N=CN=C2NC3=CC(=C(C=C3)F)Cl)OCCCN4CCOCC4. Drug 2: CCC(=C(C1=CC=CC=C1)C2=CC=C(C=C2)OCCN(C)C)C3=CC=CC=C3.C(C(=O)O)C(CC(=O)O)(C(=O)O)O. Cell line: MDA-MB-435. Synergy scores: CSS=11.3, Synergy_ZIP=-2.61, Synergy_Bliss=2.15, Synergy_Loewe=-0.212, Synergy_HSA=-0.427. (5) Drug 2: C1C(C(OC1N2C=NC3=C2NC=NCC3O)CO)O. Synergy scores: CSS=1.04, Synergy_ZIP=1.26, Synergy_Bliss=2.38, Synergy_Loewe=-1.92, Synergy_HSA=-1.61. Drug 1: CN(C)C1=NC(=NC(=N1)N(C)C)N(C)C. Cell line: A549.